Dataset: Full USPTO retrosynthesis dataset with 1.9M reactions from patents (1976-2016). Task: Predict the reactants needed to synthesize the given product. (1) Given the product [CH2:1]([C:3]1[CH:4]=[CH:5][C:6]([CH:9]2[CH2:10][CH:11]([C:24]3[O:26][N:40]=[C:38]([C:28]4[CH:33]=[CH:32][CH:31]=[C:30]([C:34]([F:35])([F:36])[F:37])[CH:29]=4)[N:39]=3)[CH2:12][N:13]([C:15]([N:17]3[CH2:18][CH2:19][CH:20]([OH:23])[CH2:21][CH2:22]3)=[O:16])[CH2:14]2)=[CH:7][CH:8]=1)[CH3:2], predict the reactants needed to synthesize it. The reactants are: [CH2:1]([C:3]1[CH:8]=[CH:7][C:6]([CH:9]2[CH2:14][N:13]([C:15]([N:17]3[CH2:22][CH2:21][CH:20]([OH:23])[CH2:19][CH2:18]3)=[O:16])[CH2:12][CH:11]([C:24]([OH:26])=O)[CH2:10]2)=[CH:5][CH:4]=1)[CH3:2].O[C:28]1([C:38](=[NH:40])[NH2:39])[CH:33]=[CH:32][CH:31]=[C:30]([C:34]([F:37])([F:36])[F:35])[CH2:29]1. (2) Given the product [Br:17][C:11]1[C:10]2[N:9]([N:8]=[C:7]([C:18]([F:21])([F:19])[F:20])[CH:6]=2)[C:14]([O:15][CH3:16])=[CH:13][CH:12]=1, predict the reactants needed to synthesize it. The reactants are: C(OC([C:6]1[C:7]([C:18]([F:21])([F:20])[F:19])=[N:8][N:9]2[C:14]([O:15][CH3:16])=[CH:13][CH:12]=[C:11]([Br:17])[C:10]=12)=O)C.[OH-].[K+].Cl.S(=O)(=O)(O)O.[OH-].[Na+]. (3) Given the product [C:18]([O:17][C:15]([NH:5][CH2:6][CH2:7][CH2:8][CH2:9][CH2:10][C:11]([O:13][CH3:14])=[O:12])=[O:16])([CH3:21])([CH3:20])[CH3:19], predict the reactants needed to synthesize it. The reactants are: CN(C)C.[NH2:5][CH2:6][CH2:7][CH2:8][CH2:9][CH2:10][C:11]([O:13][CH3:14])=[O:12].[C:15](O[C:15]([O:17][C:18]([CH3:21])([CH3:20])[CH3:19])=[O:16])([O:17][C:18]([CH3:21])([CH3:20])[CH3:19])=[O:16]. (4) Given the product [OH:13][C:11]1[C:10]2[C:9]3[C:4](=[CH:5][CH:6]=[CH:7][CH:8]=3)[N:3]([CH3:15])[C:2]=2[N:1]=[C:31]([CH3:37])[C:36]=1[C:35]([O:27][CH2:28][CH3:29])=[O:24], predict the reactants needed to synthesize it. The reactants are: [NH2:1][C:2]1[N:3]([CH3:15])[C:4]2[C:9]([C:10]=1[C:11]([O:13]C)=O)=[CH:8][CH:7]=[CH:6][CH:5]=2.CC1C=CC(S(O)(=O)=[O:24])=CC=1.[O-:27][CH2:28][CH3:29].[Na+].[C:31]1([CH3:37])[CH:36]=[CH:35]C=CC=1. (5) Given the product [ClH:1].[Cl:1][C:2]1[CH:11]=[CH:10][C:5]([O:6][CH2:7][C:8](=[NH:9])[O:15][CH2:13][CH3:14])=[CH:4][CH:3]=1, predict the reactants needed to synthesize it. The reactants are: [Cl:1][C:2]1[CH:11]=[CH:10][C:5]([O:6][CH2:7][C:8]#[N:9])=[CH:4][CH:3]=1.Cl.[CH2:13]([OH:15])[CH3:14]. (6) Given the product [F:7][C:8]1[CH:9]=[C:10]([N+:16]([O-:18])=[O:17])[CH:11]=[C:12]([F:15])[C:13]=1[N:1]1[CH2:6][CH2:5][S:4][CH2:3][CH2:2]1, predict the reactants needed to synthesize it. The reactants are: [NH:1]1[CH2:6][CH2:5][S:4][CH2:3][CH2:2]1.[F:7][C:8]1[CH:9]=[C:10]([N+:16]([O-:18])=[O:17])[CH:11]=[C:12]([F:15])[C:13]=1F. (7) Given the product [Br:1][C:2]1[CH:7]=[CH:6][C:5]([O:27][CH2:24][CH2:11][CH2:10][Cl:9])=[CH:4][CH:3]=1, predict the reactants needed to synthesize it. The reactants are: [Br:1][C:2]1[CH:7]=[CH:6][C:5](O)=[CH:4][CH:3]=1.[Cl:9][CH:10](C)[CH2:11]OS(C1C=CC(C)=CC=1)(=O)=O.[C:24]([O-:27])([O-])=O.[Cs+].[Cs+]. (8) Given the product [O:23]=[C:22]1[N:18]([C:14]2[CH:15]=[CH:16][CH:17]=[C:12]([NH:11][C:9]([NH:8][CH2:1][C:2]3[CH:7]=[CH:6][CH:5]=[CH:4][CH:3]=3)=[O:10])[CH:13]=2)[CH2:19][CH:20]([C:24]([O:26][CH3:27])=[O:25])[CH2:21]1, predict the reactants needed to synthesize it. The reactants are: [CH2:1]([N:8]=[C:9]=[O:10])[C:2]1[CH:7]=[CH:6][CH:5]=[CH:4][CH:3]=1.[NH2:11][C:12]1[CH:13]=[C:14]([N:18]2[C:22](=[O:23])[CH2:21][CH:20]([C:24]([O:26][CH3:27])=[O:25])[CH2:19]2)[CH:15]=[CH:16][CH:17]=1. (9) Given the product [CH3:1][C:2]1[CH:3]=[C:4]([C:5]([N:47]2[CH2:48][CH2:49][N:44]([CH3:43])[CH2:45][CH2:46]2)=[O:7])[CH:8]=[CH:9][C:10]=1[N+:11]([O-:13])=[O:12], predict the reactants needed to synthesize it. The reactants are: [CH3:1][C:2]1[CH:3]=[C:4]([CH:8]=[CH:9][C:10]=1[N+:11]([O-:13])=[O:12])[C:5]([OH:7])=O.CN1CCOCC1.CCN=C=NCCCN(C)C.Cl.C1C=CC2N(O)N=NC=2C=1.[CH3:43][N:44]1[CH2:49][CH2:48][NH:47][CH2:46][CH2:45]1. (10) Given the product [C:1]([O:5][C:6](=[O:30])[NH:7][C:8]1[CH:29]=[N:28][C:11]2[O:12][C@@H:13]([CH2:26][N:33]3[C:34](=[O:36])[CH2:35][O:31][C:32]3=[O:37])[CH2:14][N:15]([S:16]([C:19]3[CH:24]=[CH:23][CH:22]=[C:21]([Cl:25])[CH:20]=3)(=[O:17])=[O:18])[C:10]=2[CH:9]=1)([CH3:2])([CH3:3])[CH3:4], predict the reactants needed to synthesize it. The reactants are: [C:1]([O:5][C:6](=[O:30])[NH:7][C:8]1[CH:29]=[N:28][C:11]2[O:12][C@@H:13]([CH2:26]O)[CH2:14][N:15]([S:16]([C:19]3[CH:24]=[CH:23][CH:22]=[C:21]([Cl:25])[CH:20]=3)(=[O:18])=[O:17])[C:10]=2[CH:9]=1)([CH3:4])([CH3:3])[CH3:2].[O:31]1[CH2:35][C:34](=[O:36])[NH:33][C:32]1=[O:37].C1(P(C2C=CC=CC=2)C2C=CC=CC=2)C=CC=CC=1.CC(OC(/N=N/C(OC(C)C)=O)=O)C.